Dataset: Forward reaction prediction with 1.9M reactions from USPTO patents (1976-2016). Task: Predict the product of the given reaction. (1) Given the reactants [CH3:1][N:2]1[C:10]([CH:11]=[C:12]2[CH2:15][N:14]([C:16]([O:18][C:19]([CH3:22])([CH3:21])[CH3:20])=[O:17])[CH2:13]2)=[N:9][C:8]2[C:3]1=[N:4][C:5]([N:29]1[C:33]3[CH:34]=[CH:35][CH:36]=[CH:37][C:32]=3[N:31]=[C:30]1[CH2:38][CH3:39])=[N:6][C:7]=2[N:23]1[CH2:28][CH2:27][O:26][CH2:25][CH2:24]1, predict the reaction product. The product is: [CH3:1][N:2]1[C:10]([CH2:11][CH:12]2[CH2:13][N:14]([C:16]([O:18][C:19]([CH3:22])([CH3:21])[CH3:20])=[O:17])[CH2:15]2)=[N:9][C:8]2[C:3]1=[N:4][C:5]([N:29]1[C:33]3[CH:34]=[CH:35][CH:36]=[CH:37][C:32]=3[N:31]=[C:30]1[CH2:38][CH3:39])=[N:6][C:7]=2[N:23]1[CH2:24][CH2:25][O:26][CH2:27][CH2:28]1. (2) Given the reactants [C:1]([O:5][C:6]([N:8]1[CH2:13][CH2:12][CH:11]([N:14]2[CH2:18][CH2:17][C@@H:16]([CH2:19][C:20]3[C:25]([Cl:26])=[CH:24][C:23]([OH:27])=[CH:22][C:21]=3[Cl:28])[C:15]2=[O:29])[CH2:10][CH2:9]1)=[O:7])([CH3:4])([CH3:3])[CH3:2].[F:30][C:31]([F:44])([F:43])[S:32](O[S:32]([C:31]([F:44])([F:43])[F:30])(=[O:34])=[O:33])(=[O:34])=[O:33], predict the reaction product. The product is: [C:1]([O:5][C:6]([N:8]1[CH2:13][CH2:12][CH:11]([N:14]2[CH2:18][CH2:17][C@@H:16]([CH2:19][C:20]3[C:25]([Cl:26])=[CH:24][C:23]([O:27][S:32]([C:31]([F:44])([F:43])[F:30])(=[O:34])=[O:33])=[CH:22][C:21]=3[Cl:28])[C:15]2=[O:29])[CH2:10][CH2:9]1)=[O:7])([CH3:4])([CH3:2])[CH3:3]. (3) Given the reactants C([O:4][C@@H:5]1[C@@H:10]([O:11]C(=O)C)[C@H:9]([O:15]C(=O)C)[C@@H:8]([CH2:19][O:20]C(=O)C)[O:7][C@H:6]1[O:24][C:25]1[C:29]([CH2:30][C:31]2[CH:36]=[CH:35][C:34]([O:37][CH2:38][CH2:39][CH2:40]O)=[CH:33][CH:32]=2)=[C:28]([CH:42]([CH3:44])[CH3:43])[NH:27][N:26]=1)(=O)C.[N:45]1[CH:50]=[CH:49][CH:48]=[C:47](CN)[CH:46]=1.[NH2:53][C:54](C)(C)CO, predict the reaction product. The product is: [C@@H:6]1([O:24][C:25]2[C:29]([CH2:30][C:31]3[CH:32]=[CH:33][C:34]([O:37][CH2:38][CH2:39][CH2:40][N:53]([C:47]4[CH:46]=[N:45][CH:50]=[CH:49][CH:48]=4)[CH3:54])=[CH:35][CH:36]=3)=[C:28]([CH:42]([CH3:43])[CH3:44])[NH:27][N:26]=2)[O:7][C@H:8]([CH2:19][OH:20])[C@@H:9]([OH:15])[C@H:10]([OH:11])[C@H:5]1[OH:4]. (4) Given the reactants [Cl:1][C:2]1[CH:11]=[C:10]2[C:5]([CH:6]=[CH:7][C:8](/[CH:12]=[CH:13]/[C:14]3[CH:19]=[CH:18][CH:17]=[C:16](C4CO4)[CH:15]=3)=[N:9]2)=[CH:4][CH:3]=1.[CH:23]1([CH2:26]O)[CH2:25][CH2:24]1.[C:28](=[O:31])([O-])[O-:29].[Na+].[Na+].Cl[CH2:35]Cl, predict the reaction product. The product is: [Cl:1][C:2]1[CH:11]=[C:10]2[C:5]([CH:6]=[CH:7][C:8](/[CH:12]=[CH:13]/[C:14]3[CH:15]=[C:16]([CH:26]([CH:23]4[CH2:24][CH2:25]4)[CH:28]([O:31][CH3:35])[OH:29])[CH:17]=[CH:18][CH:19]=3)=[N:9]2)=[CH:4][CH:3]=1. (5) Given the reactants [C:1]([O:5][C:6]([N:8]1[C:16]2[C:11](=[CH:12][C:13]([C:17]([CH3:25])([CH3:24])[O:18][SiH2:19][C:20]([CH3:23])([CH3:22])[CH3:21])=[CH:14][CH:15]=2)[CH:10]=[CH:9]1)=[O:7])([CH3:4])([CH3:3])[CH3:2].C([N-]C(C)C)(C)C.[Li+].C[O:35][B:36](OC)[O:37]C, predict the reaction product. The product is: [C:20]([SiH2:19][O:18][C:17]([CH3:25])([CH3:24])[C:13]1[CH:12]=[C:11]2[C:16](=[CH:15][CH:14]=1)[NH:8][CH:9]=[CH:10]2)([CH3:23])([CH3:21])[CH3:22].[C:1]([O:5][C:6]([N:8]1[C:16]2[C:11](=[CH:12][CH:13]=[CH:14][CH:15]=2)[CH:10]=[C:9]1[B:36]([OH:37])[OH:35])=[O:7])([CH3:4])([CH3:3])[CH3:2]. (6) Given the reactants [C:1]1([N:7]2[C:11]3([CH2:16][CH2:15][NH:14][CH2:13][CH2:12]3)[C:10](=[O:17])[NH:9][CH2:8]2)[CH:6]=[CH:5][CH:4]=[CH:3][CH:2]=1.[CH3:18][O:19][C:20]1[CH:36]=[CH:35][CH:34]=[CH:33][C:21]=1[O:22][C:23]1[CH:24]=[C:25]([S:29](Cl)(=[O:31])=[O:30])[CH:26]=[CH:27][CH:28]=1.C(N(CC)CC)C, predict the reaction product. The product is: [CH3:18][O:19][C:20]1[CH:36]=[CH:35][CH:34]=[CH:33][C:21]=1[O:22][C:23]1[CH:24]=[C:25]([S:29]([N:14]2[CH2:13][CH2:12][C:11]3([N:7]([C:1]4[CH:2]=[CH:3][CH:4]=[CH:5][CH:6]=4)[CH2:8][NH:9][C:10]3=[O:17])[CH2:16][CH2:15]2)(=[O:30])=[O:31])[CH:26]=[CH:27][CH:28]=1. (7) Given the reactants C(O[C:6]([N:8]1[CH2:11][CH:10]([O:12][C:13]2[CH:18]=[CH:17][C:16]([N:19]3[CH:24]=[CH:23][C:22]4[CH:25]=[C:26]([C:28]5[CH:33]=[CH:32][C:31]([Cl:34])=[CH:30][CH:29]=5)[S:27][C:21]=4[C:20]3=[O:35])=[CH:15][C:14]=2[F:36])[CH2:9]1)=O)(C)(C)C.C=O.CC(O)=O.[BH3-]C#N.[Na+], predict the reaction product. The product is: [Cl:34][C:31]1[CH:32]=[CH:33][C:28]([C:26]2[S:27][C:21]3[C:20](=[O:35])[N:19]([C:16]4[CH:17]=[CH:18][C:13]([O:12][CH:10]5[CH2:9][N:8]([CH3:6])[CH2:11]5)=[C:14]([F:36])[CH:15]=4)[CH:24]=[CH:23][C:22]=3[CH:25]=2)=[CH:29][CH:30]=1.